From a dataset of NCI-60 drug combinations with 297,098 pairs across 59 cell lines. Regression. Given two drug SMILES strings and cell line genomic features, predict the synergy score measuring deviation from expected non-interaction effect. (1) Cell line: HL-60(TB). Synergy scores: CSS=62.0, Synergy_ZIP=3.33, Synergy_Bliss=2.99, Synergy_Loewe=-31.1, Synergy_HSA=3.54. Drug 1: C1=CC(=C2C(=C1NCCNCCO)C(=O)C3=C(C=CC(=C3C2=O)O)O)NCCNCCO. Drug 2: CC1=CC=C(C=C1)C2=CC(=NN2C3=CC=C(C=C3)S(=O)(=O)N)C(F)(F)F. (2) Drug 1: CC12CCC3C(C1CCC2=O)CC(=C)C4=CC(=O)C=CC34C. Drug 2: CC1=C(C(=CC=C1)Cl)NC(=O)C2=CN=C(S2)NC3=CC(=NC(=N3)C)N4CCN(CC4)CCO. Cell line: K-562. Synergy scores: CSS=79.0, Synergy_ZIP=-1.10, Synergy_Bliss=-2.41, Synergy_Loewe=-6.02, Synergy_HSA=-1.08. (3) Drug 1: C1CCC(C1)C(CC#N)N2C=C(C=N2)C3=C4C=CNC4=NC=N3. Drug 2: CC12CCC(CC1=CCC3C2CCC4(C3CC=C4C5=CN=CC=C5)C)O. Cell line: PC-3. Synergy scores: CSS=-0.469, Synergy_ZIP=4.94, Synergy_Bliss=-1.14, Synergy_Loewe=-4.17, Synergy_HSA=-2.76. (4) Drug 1: CC1=C(C(=CC=C1)Cl)NC(=O)C2=CN=C(S2)NC3=CC(=NC(=N3)C)N4CCN(CC4)CCO. Drug 2: COC1=C2C(=CC3=C1OC=C3)C=CC(=O)O2. Cell line: IGROV1. Synergy scores: CSS=4.78, Synergy_ZIP=-0.961, Synergy_Bliss=2.07, Synergy_Loewe=-4.61, Synergy_HSA=0.361. (5) Drug 1: CC1C(C(=O)NC(C(=O)N2CCCC2C(=O)N(CC(=O)N(C(C(=O)O1)C(C)C)C)C)C(C)C)NC(=O)C3=C4C(=C(C=C3)C)OC5=C(C(=O)C(=C(C5=N4)C(=O)NC6C(OC(=O)C(N(C(=O)CN(C(=O)C7CCCN7C(=O)C(NC6=O)C(C)C)C)C)C(C)C)C)N)C. Drug 2: CC1=C2C(C(=O)C3(C(CC4C(C3C(C(C2(C)C)(CC1OC(=O)C(C(C5=CC=CC=C5)NC(=O)C6=CC=CC=C6)O)O)OC(=O)C7=CC=CC=C7)(CO4)OC(=O)C)O)C)OC(=O)C. Cell line: SN12C. Synergy scores: CSS=29.8, Synergy_ZIP=0.0321, Synergy_Bliss=4.08, Synergy_Loewe=-1.52, Synergy_HSA=-0.785. (6) Drug 1: CC1C(C(CC(O1)OC2CC(CC3=C2C(=C4C(=C3O)C(=O)C5=C(C4=O)C(=CC=C5)OC)O)(C(=O)CO)O)N)O.Cl. Drug 2: COC1=CC(=CC(=C1O)OC)C2C3C(COC3=O)C(C4=CC5=C(C=C24)OCO5)OC6C(C(C7C(O6)COC(O7)C8=CC=CS8)O)O. Cell line: HOP-62. Synergy scores: CSS=45.1, Synergy_ZIP=9.44, Synergy_Bliss=8.63, Synergy_Loewe=-11.9, Synergy_HSA=5.13.